From a dataset of Catalyst prediction with 721,799 reactions and 888 catalyst types from USPTO. Predict which catalyst facilitates the given reaction. (1) Reactant: [CH2:1]([OH:8])[C:2]1[CH:7]=[CH:6][CH:5]=[CH:4][CH:3]=1.[H-].[Na+].[Cl:11][C:12]1[CH:17]=[C:16]([C:18]([OH:20])=[O:19])[CH:15]=[C:14](Cl)[N:13]=1.Cl. Product: [Cl:11][C:12]1[CH:17]=[C:16]([C:18]([OH:20])=[O:19])[CH:15]=[C:14]([O:8][CH2:1][C:2]2[CH:7]=[CH:6][CH:5]=[CH:4][CH:3]=2)[N:13]=1. The catalyst class is: 3. (2) Reactant: [O:1]1[CH:5]=[CH:4][CH:3]=[C:2]1[C:6](=[O:10])[C:7]([OH:9])=[O:8].[CH3:11][CH2:12]O.OS(O)(=O)=O. Product: [O:1]1[CH:5]=[CH:4][CH:3]=[C:2]1[C:6](=[O:10])[C:7]([O:9][CH2:11][CH3:12])=[O:8]. The catalyst class is: 22.